This data is from Forward reaction prediction with 1.9M reactions from USPTO patents (1976-2016). The task is: Predict the product of the given reaction. (1) Given the reactants [F:1][C:2]1[C:3]([CH2:24][N:25]([CH3:33])[C:26](=[O:32])[O:27][C:28]([CH3:31])([CH3:30])[CH3:29])=[CH:4][N:5]([S:14]([C:17]2[O:18][C:19]([CH2:22]O)=[CH:20][CH:21]=2)(=[O:16])=[O:15])[C:6]=1[C:7]1[C:8]([F:13])=[N:9][CH:10]=[CH:11][CH:12]=1.C(N(S(F)(F)[F:40])CC)C.C(=O)([O-])O.[Na+], predict the reaction product. The product is: [F:1][C:2]1[C:3]([CH2:24][N:25]([CH3:33])[C:26](=[O:32])[O:27][C:28]([CH3:31])([CH3:29])[CH3:30])=[CH:4][N:5]([S:14]([C:17]2[O:18][C:19]([CH2:22][F:40])=[CH:20][CH:21]=2)(=[O:15])=[O:16])[C:6]=1[C:7]1[C:8]([F:13])=[N:9][CH:10]=[CH:11][CH:12]=1. (2) Given the reactants [Cl:1][C:2]1[CH:7]=[C:6]([Cl:8])[C:5]([O:9][CH3:10])=[CH:4][C:3]=1[NH:11][C:12]1[C:17]([C:18]#[N:19])=[CH:16][N:15]=[C:14]2[CH:20]=[C:21]([C:23]#[C:24][C:25]3[CH:26]=[N:27][NH:28][CH:29]=3)[S:22][C:13]=12.Cl.Cl[CH2:32][CH2:33][N:34]1[CH2:39][CH2:38][O:37][CH2:36][CH2:35]1.C(=O)([O-])[O-].[Cs+].[Cs+].O, predict the reaction product. The product is: [Cl:1][C:2]1[CH:7]=[C:6]([Cl:8])[C:5]([O:9][CH3:10])=[CH:4][C:3]=1[NH:11][C:12]1[C:17]([C:18]#[N:19])=[CH:16][N:15]=[C:14]2[CH:20]=[C:21]([C:23]#[C:24][C:25]3[CH:29]=[N:28][N:27]([CH2:32][CH2:33][N:34]4[CH2:39][CH2:38][O:37][CH2:36][CH2:35]4)[CH:26]=3)[S:22][C:13]=12. (3) Given the reactants O[C:2]1([C:8]2[S:12][C:11]3[CH:13]=[CH:14][CH:15]=[CH:16][C:10]=3[C:9]=2[CH2:17][CH3:18])[CH2:7][CH2:6][NH:5][CH2:4][CH2:3]1.O1C[C@H]1COC1C2C=CSC=2C=CC=1, predict the reaction product. The product is: [CH2:17]([C:9]1[C:10]2[CH:16]=[CH:15][CH:14]=[CH:13][C:11]=2[S:12][C:8]=1[CH:2]1[CH2:3][CH2:4][NH:5][CH2:6][CH2:7]1)[CH3:18]. (4) Given the reactants [CH3:1][S:2]([N:5]1[CH2:10][CH:9]=[C:8]([C:11]2[CH:12]=[C:13]3[CH2:19][C@H:18]([CH:20]4[CH2:25][CH2:24][NH:23][CH2:22][CH2:21]4)[O:17][C:14]3=[CH:15][N:16]=2)[CH2:7][CH2:6]1)(=[O:4])=[O:3].Cl[C:27]1[N:32]=[CH:31][C:30]([Cl:33])=[CH:29][N:28]=1, predict the reaction product. The product is: [Cl:33][C:30]1[CH:29]=[N:28][C:27]([N:23]2[CH2:24][CH2:25][CH:20]([C@@H:18]3[O:17][C:14]4=[CH:15][N:16]=[C:11]([C:8]5[CH2:9][CH2:10][N:5]([S:2]([CH3:1])(=[O:3])=[O:4])[CH2:6][CH:7]=5)[CH:12]=[C:13]4[CH2:19]3)[CH2:21][CH2:22]2)=[N:32][CH:31]=1.